Dataset: CYP2D6 inhibition data for predicting drug metabolism from PubChem BioAssay. Task: Regression/Classification. Given a drug SMILES string, predict its absorption, distribution, metabolism, or excretion properties. Task type varies by dataset: regression for continuous measurements (e.g., permeability, clearance, half-life) or binary classification for categorical outcomes (e.g., BBB penetration, CYP inhibition). Dataset: cyp2d6_veith. (1) The drug is O=C1CCCN1CC(O)CS(=O)(=O)c1ccccc1. The result is 0 (non-inhibitor). (2) The drug is CCOC(=O)c1c(C)n(C)c2ccc(OC)c(NS(=O)(=O)c3ccc(Cl)s3)c12. The result is 0 (non-inhibitor).